From a dataset of Forward reaction prediction with 1.9M reactions from USPTO patents (1976-2016). Predict the product of the given reaction. (1) Given the reactants CC1(C)C(C)(C)OB([C:9]2[CH:14]=[CH:13][C:12]([O:15][C:16]([N:18]3[CH:24]4[CH2:25][CH2:26][N:21]([CH2:22][CH2:23]4)[CH2:20][CH2:19]3)=[O:17])=[CH:11][CH:10]=2)O1.Br[C:29]1[CH:34]=[CH:33][CH:32]=[CH:31][CH:30]=1.P([O-])([O-])([O-])=O.[K+].[K+].[K+], predict the reaction product. The product is: [C:9]1([C:29]2[CH:34]=[CH:33][CH:32]=[CH:31][CH:30]=2)[CH:10]=[CH:11][C:12]([O:15][C:16]([N:18]2[CH:24]3[CH2:23][CH2:22][N:21]([CH2:26][CH2:25]3)[CH2:20][CH2:19]2)=[O:17])=[CH:13][CH:14]=1. (2) The product is: [CH:16]1([C:19]2[CH:24]=[CH:23][C:22]([C:2]3[N:6]([CH3:7])[CH:5]=[N:4][C:3]=3[C:8]3[CH:13]=[C:12]([C:14]#[N:15])[CH:11]=[CH:10][N:9]=3)=[CH:21][CH:20]=2)[CH2:18][CH2:17]1. Given the reactants Br[C:2]1[N:6]([CH3:7])[CH:5]=[N:4][C:3]=1[C:8]1[CH:13]=[C:12]([C:14]#[N:15])[CH:11]=[CH:10][N:9]=1.[CH:16]1([C:19]2[CH:24]=[CH:23][C:22](B(O)O)=[CH:21][CH:20]=2)[CH2:18][CH2:17]1, predict the reaction product.